From a dataset of Catalyst prediction with 721,799 reactions and 888 catalyst types from USPTO. Predict which catalyst facilitates the given reaction. (1) Reactant: C(=O)([O-])[O-].[Na+].[Na+].Br[C:8]1[S:12][C:11]([C:13]([O:15]CC)=[O:14])=[N:10][C:9]=1[C:18]1[CH:23]=[CH:22][CH:21]=[C:20]([Cl:24])[CH:19]=1.[C:25]([C:27]1[CH:28]=[C:29](B(O)O)[CH:30]=[C:31]([F:33])[CH:32]=1)#[N:26].[Cl-].[NH4+]. Product: [Cl:24][C:20]1[CH:19]=[C:18]([C:9]2[N:10]=[C:11]([C:13]([OH:15])=[O:14])[S:12][C:8]=2[C:29]2[CH:30]=[C:31]([F:33])[CH:32]=[C:27]([C:25]#[N:26])[CH:28]=2)[CH:23]=[CH:22][CH:21]=1. The catalyst class is: 104. (2) Reactant: [O:1]=[C:2]1[CH2:7][CH2:6][N:5]([C:8]([O:10][CH2:11][C:12]2[CH:17]=[CH:16][CH:15]=[CH:14][CH:13]=2)=[O:9])[CH2:4][CH2:3]1.CCN(C(C)C)C(C)C.FC(F)(F)S(O[Si:33]([C:36]([CH3:39])([CH3:38])[CH3:37])([CH3:35])[CH3:34])(=O)=O. Product: [Si:33]([O:1][C:2]1[CH2:7][CH2:6][N:5]([C:8]([O:10][CH2:11][C:12]2[CH:17]=[CH:16][CH:15]=[CH:14][CH:13]=2)=[O:9])[CH2:4][CH:3]=1)([C:36]([CH3:39])([CH3:38])[CH3:37])([CH3:35])[CH3:34]. The catalyst class is: 163. (3) Reactant: [C:1]([O-:4])([O-])=O.[K+].[K+].Cl[C:8]1[C:13](=[O:14])[N:12]([CH3:15])[CH:11]=[C:10]2[CH2:16][N:17]([CH2:20][CH2:21][C:22]3[CH:31]=[CH:30][C:29]4[C:24](=[CH:25][CH:26]=[CH:27][CH:28]=4)[N:23]=3)C(=O)[C:9]=12.[N:32]1[CH:37]=[CH:36][CH:35]=[C:34](B(O)O)[CH:33]=1.O. Product: [CH3:15][N:12]1[C:13](=[O:14])[C:8]([C:34]2[CH:33]=[N:32][CH:37]=[CH:36][CH:35]=2)=[C:9]2[C:1](=[O:4])[N:17]([CH2:20][CH2:21][C:22]3[CH:31]=[CH:30][C:29]4[C:24](=[CH:25][CH:26]=[CH:27][CH:28]=4)[N:23]=3)[CH2:16][C:10]2=[CH:11]1. The catalyst class is: 233. (4) Reactant: [C:1]([O:4][C@@H:5]([C:7]1[NH:12][C:11](=[O:13])[CH:10]=[CH:9][N:8]=1)[CH3:6])(=[O:3])[CH3:2].C(N(CC)CC)C.[CH3:21][S:22](Cl)(=[O:24])=[O:23]. Product: [C:1]([O:4][C@@H:5]([C:7]1[N:12]=[C:11]([O:13][S:22]([CH3:21])(=[O:24])=[O:23])[CH:10]=[CH:9][N:8]=1)[CH3:6])(=[O:3])[CH3:2]. The catalyst class is: 4. (5) Reactant: [C:1]([C:3](=[CH:9][NH:10][C:11]1[CH:16]=[CH:15][C:14]([O:17][CH3:18])=[C:13]([O:19][CH3:20])[CH:12]=1)[C:4]([O:6]CC)=O)#[N:2]. Product: [CH3:18][O:17][C:14]1[CH:15]=[C:16]2[C:11](=[CH:12][C:13]=1[O:19][CH3:20])[NH:10][CH:9]=[C:3]([C:1]#[N:2])[C:4]2=[O:6]. The catalyst class is: 400.